Dataset: Catalyst prediction with 721,799 reactions and 888 catalyst types from USPTO. Task: Predict which catalyst facilitates the given reaction. (1) The catalyst class is: 2. Reactant: [CH3:1][NH:2][C:3]1[CH:8]=[CH:7][CH:6]=[C:5]([N+:9]([O-:11])=[O:10])[CH:4]=1.[C:12](Cl)(=[O:15])[CH:13]=[CH2:14]. Product: [CH3:1][N:2]([C:3]1[CH:8]=[CH:7][CH:6]=[C:5]([N+:9]([O-:11])=[O:10])[CH:4]=1)[C:12](=[O:15])[CH:13]=[CH2:14]. (2) Reactant: [C:1]1([C:7]2[NH:8][C:9]3[C:14]([C:15]=2[C:16]2[CH:21]=[CH:20][CH:19]=[CH:18][CH:17]=2)=[CH:13][C:12]([C:22](O)=[O:23])=[CH:11][CH:10]=3)[CH:6]=[CH:5][CH:4]=[CH:3][CH:2]=1.Cl.[NH2:26][C@H:27]([C:36]([NH2:38])=[O:37])[CH2:28][CH2:29][C:30]1[CH:35]=[CH:34][CH:33]=[CH:32][CH:31]=1.C(NC(C)C)(C)C. Product: [C:36]([CH:27]([NH:26][C:22]([C:12]1[CH:13]=[C:14]2[C:9](=[CH:10][CH:11]=1)[NH:8][C:7]([C:1]1[CH:6]=[CH:5][CH:4]=[CH:3][CH:2]=1)=[C:15]2[C:16]1[CH:21]=[CH:20][CH:19]=[CH:18][CH:17]=1)=[O:23])[CH2:28][CH2:29][C:30]1[CH:31]=[CH:32][CH:33]=[CH:34][CH:35]=1)(=[O:37])[NH2:38]. The catalyst class is: 9. (3) Reactant: [CH:1]1[C:11]2[CH2:10][C:9]3([CH2:15][CH2:14][CH:13]([N:16]4[CH2:21][CH2:20][O:19][CH:18]([C:22]([O:24]CC)=[O:23])[CH2:17]4)[CH2:12]3)[C:8]3[CH:27]=[CH:28][CH:29]=[CH:30][C:7]=3[CH2:6][C:5]=2[CH:4]=[CH:3][CH:2]=1.[Li+].[OH-]. Product: [CH:1]1[C:11]2[CH2:10][C:9]3([CH2:15][CH2:14][CH:13]([N:16]4[CH2:21][CH2:20][O:19][CH:18]([C:22]([OH:24])=[O:23])[CH2:17]4)[CH2:12]3)[C:8]3[CH:27]=[CH:28][CH:29]=[CH:30][C:7]=3[CH2:6][C:5]=2[CH:4]=[CH:3][CH:2]=1. The catalyst class is: 40. (4) Reactant: [NH:1]1[C:9]2[C:4](=[CH:5][C:6]([C:10]3[C:11]([C:16]#[N:17])=[N:12][N:13]([CH3:15])[CH:14]=3)=[CH:7][CH:8]=2)[CH2:3][CH2:2]1.Br[C:19]1[C:23]2[CH2:24][N:25]([C:28](=[O:30])[CH3:29])[CH2:26][CH2:27][C:22]=2[N:21]([CH:31]2[CH2:35][CH2:34][O:33][CH2:32]2)[N:20]=1.COC(C)(C)C.C1(P(C2CCCCC2)C2C=CC=CC=2C2C(OC(C)C)=CC=CC=2OC(C)C)CCCCC1.C(O[Na])(C)(C)C. Product: [C:28]([N:25]1[CH2:26][CH2:27][C:22]2[N:21]([CH:31]3[CH2:35][CH2:34][O:33][CH2:32]3)[N:20]=[C:19]([N:1]3[C:9]4[C:4](=[CH:5][C:6]([C:10]5[C:11]([C:16]#[N:17])=[N:12][N:13]([CH3:15])[CH:14]=5)=[CH:7][CH:8]=4)[CH2:3][CH2:2]3)[C:23]=2[CH2:24]1)(=[O:30])[CH3:29]. The catalyst class is: 12. (5) Reactant: [Mg].Br[CH2:3][CH2:4][CH2:5][C:6]([F:9])([F:8])[F:7].[CH3:10][CH2:11][C:12](=[O:15])[CH2:13][CH3:14]. Product: [F:7][C:6]([F:9])([F:8])[CH2:5][CH2:4][CH2:3][C:12]([CH2:13][CH3:14])([OH:15])[CH2:11][CH3:10]. The catalyst class is: 7. (6) Reactant: Cl.[NH2:2][O:3][CH2:4][C:5]([NH2:7])=[O:6].[C:8]1([C:14]([C:16]2[NH:24][C:19]3=[CH:20][N:21]=[CH:22][CH:23]=[C:18]3[CH:17]=2)=O)[CH:13]=[CH:12][CH:11]=[CH:10][CH:9]=1. Product: [C:8]1([C:14](=[N:2][O:3][CH2:4][C:5]([NH2:7])=[O:6])[C:16]2[NH:24][C:19]3=[CH:20][N:21]=[CH:22][CH:23]=[C:18]3[CH:17]=2)[CH:9]=[CH:10][CH:11]=[CH:12][CH:13]=1. The catalyst class is: 14. (7) Reactant: Cl[C:2]1[S:10][C:9]2[S:8](=[O:12])(=[O:11])[N:7]([CH2:13][O:14][CH2:15][CH2:16][Si:17]([CH3:20])([CH3:19])[CH3:18])[CH2:6][C:5]([C:22]3[CH:31]=[CH:30][C:29]4[C:24](=[CH:25][CH:26]=[CH:27][CH:28]=4)[CH:23]=3)([OH:21])[C:4]=2[CH:3]=1.C1(P(C2C=CC=CC=2)C2C3OC4C(=CC=CC=4P(C4C=CC=CC=4)C4C=CC=CC=4)C(C)(C)C=3C=CC=2)C=CC=CC=1.C(=O)([O-])[O-].[Cs+].[Cs+].[NH:80]1[CH2:85][CH2:84][O:83][CH2:82][CH2:81]1. Product: [N:80]1([C:2]2[S:10][C:9]3[S:8](=[O:12])(=[O:11])[N:7]([CH2:13][O:14][CH2:15][CH2:16][Si:17]([CH3:20])([CH3:19])[CH3:18])[CH2:6][C:5]([C:22]4[CH:31]=[CH:30][C:29]5[C:24](=[CH:25][CH:26]=[CH:27][CH:28]=5)[CH:23]=4)([OH:21])[C:4]=3[CH:3]=2)[CH2:85][CH2:84][O:83][CH2:82][CH2:81]1. The catalyst class is: 102. (8) The catalyst class is: 42. Product: [CH2:1]([C:5]1([O:18][CH3:22])[CH2:6][CH2:7][N:8]([C:11]([O:13][C:14]([CH3:17])([CH3:16])[CH3:15])=[O:12])[CH2:9][CH2:10]1)[CH2:2][CH2:3][CH3:4]. Reactant: [CH2:1]([C:5]1([OH:18])[CH2:10][CH2:9][N:8]([C:11]([O:13][C:14]([CH3:17])([CH3:16])[CH3:15])=[O:12])[CH2:7][CH2:6]1)[CH2:2][CH2:3][CH3:4].[H-].[Na+].I[CH3:22].O. (9) Reactant: CS(O[CH2:6][CH2:7][CH2:8][N:9]1[C:13]2=[N:14][CH:15]=[CH:16][C:17]([CH2:18][CH2:19][C:20]3[CH:25]=[CH:24][C:23]([O:26][C:27](=[O:32])[C:28]([CH3:31])([CH3:30])[CH3:29])=[CH:22][CH:21]=3)=[C:12]2[C:11]([O:33][C@@H:34]2[O:60][C@H:59]([CH2:61][O:62][C:63](=[O:68])[C:64]([CH3:67])([CH3:66])[CH3:65])[C@@H:51]([O:52][C:53](=[O:58])[C:54]([CH3:57])([CH3:56])[CH3:55])[C@H:43]([O:44][C:45](=[O:50])[C:46]([CH3:49])([CH3:48])[CH3:47])[C@H:35]2[O:36][C:37](=[O:42])[C:38]([CH3:41])([CH3:40])[CH3:39])=[N:10]1)(=O)=O.[N-:69]=[N+:70]=[N-:71].[Na+].O. Product: [N:69]([CH2:6][CH2:7][CH2:8][N:9]1[C:13]2=[N:14][CH:15]=[CH:16][C:17]([CH2:18][CH2:19][C:20]3[CH:25]=[CH:24][C:23]([O:26][C:27](=[O:32])[C:28]([CH3:31])([CH3:30])[CH3:29])=[CH:22][CH:21]=3)=[C:12]2[C:11]([O:33][C@@H:34]2[O:60][C@H:59]([CH2:61][O:62][C:63](=[O:68])[C:64]([CH3:67])([CH3:66])[CH3:65])[C@@H:51]([O:52][C:53](=[O:58])[C:54]([CH3:57])([CH3:56])[CH3:55])[C@H:43]([O:44][C:45](=[O:50])[C:46]([CH3:47])([CH3:48])[CH3:49])[C@H:35]2[O:36][C:37](=[O:42])[C:38]([CH3:39])([CH3:40])[CH3:41])=[N:10]1)=[N+:70]=[N-:71]. The catalyst class is: 9. (10) Reactant: [CH3:1][N:2]([CH2:9][CH2:10][O:11][C:12]1[CH:25]=[CH:24][C:15]([CH2:16][CH:17]2[S:21][C:20](=[O:22])[NH:19][C:18]2=[O:23])=[CH:14][CH:13]=1)[C:3]1[CH:8]=[CH:7][CH:6]=[CH:5][N:4]=1.[C:26]([OH:35])(=[O:34])[C@@H:27]([C@H:29]([C:31]([OH:33])=[O:32])[OH:30])[OH:28].CC(C)=O. Product: [C:31]([C@@H:29]([C@H:27]([C:26]([OH:35])=[O:34])[OH:28])[OH:30])([OH:33])=[O:32].[CH3:1][N:2]([CH2:9][CH2:10][O:11][C:12]1[CH:25]=[CH:24][C:15]([CH2:16][CH:17]2[S:21][C:20](=[O:22])[NH:19][C:18]2=[O:23])=[CH:14][CH:13]=1)[C:3]1[CH:8]=[CH:7][CH:6]=[CH:5][N:4]=1. The catalyst class is: 6.